This data is from Forward reaction prediction with 1.9M reactions from USPTO patents (1976-2016). The task is: Predict the product of the given reaction. (1) The product is: [CH3:1][S:2]([C:3]1[N:8]=[CH:7][CH:6]=[C:5]([C:9]2[S:10][C:11]3[CH:19]=[CH:18][CH:17]=[CH:16][C:12]=3[C:13](=[O:15])[N:14]=2)[N:4]=1)=[O:28]. Given the reactants [CH3:1][S:2][C:3]1[N:8]=[CH:7][CH:6]=[C:5]([C:9]2[S:10][C:11]3[CH:19]=[CH:18][CH:17]=[CH:16][C:12]=3[C:13](=[O:15])[N:14]=2)[N:4]=1.ClC1C=CC=C(C(OO)=[O:28])C=1, predict the reaction product. (2) The product is: [Cl:36][C:34]1[N:33]=[CH:32][N:31]=[C:30]2[N:29]([CH3:37])[N:28]=[C:27]([CH2:26][O:17][C:12]3[CH:11]=[C:10]([CH:15]=[CH:14][C:13]=3[CH3:16])[C:9]([NH:8][C:5]3[CH:4]=[CH:3][C:2]([Cl:1])=[CH:7][CH:6]=3)=[O:18])[C:35]=12. Given the reactants [Cl:1][C:2]1[CH:7]=[CH:6][C:5]([NH:8][C:9](=[O:18])[C:10]2[CH:15]=[CH:14][C:13]([CH3:16])=[C:12]([OH:17])[CH:11]=2)=[CH:4][CH:3]=1.C(=O)([O-])[O-].[K+].[K+].Br[CH2:26][C:27]1[C:35]2[C:30](=[N:31][CH:32]=[N:33][C:34]=2[Cl:36])[N:29]([CH3:37])[N:28]=1, predict the reaction product. (3) Given the reactants C(N(CC)CC)C.[CH3:8][C:9]([O:12][C:13]([NH:15][CH2:16][CH2:17][NH2:18])=[O:14])([CH3:11])[CH3:10].[CH2:19]([O:26][C:27]1[CH:36]=[C:35]2[C:30]([C:31](Cl)=[C:32]([N+:37]([O-:39])=[O:38])[CH:33]=[N:34]2)=[CH:29][CH:28]=1)[C:20]1[CH:25]=[CH:24][CH:23]=[CH:22][CH:21]=1.O, predict the reaction product. The product is: [CH2:19]([O:26][C:27]1[CH:36]=[C:35]2[C:30]([C:31]([NH:18][CH2:17][CH2:16][NH:15][C:13](=[O:14])[O:12][C:9]([CH3:8])([CH3:10])[CH3:11])=[C:32]([N+:37]([O-:39])=[O:38])[CH:33]=[N:34]2)=[CH:29][CH:28]=1)[C:20]1[CH:21]=[CH:22][CH:23]=[CH:24][CH:25]=1. (4) The product is: [CH:13]1([C:20]2[CH:21]=[C:22]([CH:27]=[CH:28][C:19]=2[C:18]([F:38])([F:37])[F:17])[C:23]([O:25][CH3:26])=[O:24])[CH2:10][CH2:9]1. Given the reactants BrC1C=CC(OC2N=C[C:10]([CH:13]=O)=[CH:9]C=2)=CC=1.[F:17][C:18]([F:38])([F:37])[C:19]1[CH:28]=[CH:27][C:22]([C:23]([O:25][CH3:26])=[O:24])=[CH:21][C:20]=1OS(C(F)(F)F)(=O)=O, predict the reaction product. (5) Given the reactants Br[C:2](Br)=[CH:3][C:4]1[CH:9]=[CH:8][CH:7]=[CH:6][C:5]=1[NH2:10].[CH3:12][C:13]1[CH:18]=[CH:17][C:16](B(O)O)=[CH:15][CH:14]=1.[O-]P([O-])([O-])=O.[K+].[K+].[K+].O, predict the reaction product. The product is: [C:13]1([CH3:12])[CH:18]=[CH:17][C:16]([C:2]2[NH:10][C:5]3[C:4]([CH:3]=2)=[CH:9][CH:8]=[CH:7][CH:6]=3)=[CH:15][CH:14]=1. (6) Given the reactants [Cl:1][C:2]1[CH:3]=[C:4]([CH:12]([CH2:16][CH:17]2[CH2:21][CH2:20][CH2:19][CH2:18]2)[C:13]([OH:15])=O)[CH:5]=[CH:6][C:7]=1[S:8]([CH3:11])(=[O:10])=[O:9].C(Cl)(=O)C(Cl)=O.N[C:29]1[CH:34]=[CH:33][N:32]=[CH:31][N:30]=1.[N:35]1C=CC=CC=1, predict the reaction product. The product is: [Cl:1][C:2]1[CH:3]=[C:4]([CH:12]([CH2:16][CH:17]2[CH2:21][CH2:20][CH2:19][CH2:18]2)[C:13]([NH:35][C:31]2[N:32]=[CH:33][CH:34]=[CH:29][N:30]=2)=[O:15])[CH:5]=[CH:6][C:7]=1[S:8]([CH3:11])(=[O:9])=[O:10]. (7) Given the reactants [Cl:1][C:2]1[CH:11]=[CH:10][C:5]([C:6]([O:8]C)=[O:7])=[CH:4][C:3]=1[NH:12][C:13]([C:15]1[C:16](=[O:32])[NH:17][C:18]2[C:23]([CH:24]=1)=[CH:22][C:21]([O:25][CH2:26][CH2:27][O:28][CH3:29])=[C:20]([O:30][CH3:31])[CH:19]=2)=[O:14].[OH-].[Na+].O, predict the reaction product. The product is: [Cl:1][C:2]1[CH:11]=[CH:10][C:5]([C:6]([OH:8])=[O:7])=[CH:4][C:3]=1[NH:12][C:13]([C:15]1[C:16](=[O:32])[NH:17][C:18]2[C:23]([CH:24]=1)=[CH:22][C:21]([O:25][CH2:26][CH2:27][O:28][CH3:29])=[C:20]([O:30][CH3:31])[CH:19]=2)=[O:14]. (8) The product is: [Cl:32][C:33]1[CH:34]=[C:35]([CH:36]=[CH:37][CH:38]=1)[O:39][C:2]1[S:23][C:5]2[N:6]([CH3:22])[C:7](=[O:21])[N:8]([CH2:11][CH2:12][CH2:13][O:14][CH:15]3[CH2:20][CH2:19][CH2:18][CH2:17][O:16]3)[C:9](=[O:10])[C:4]=2[C:3]=1[CH:24]=[O:25]. Given the reactants Br[C:2]1[S:23][C:5]2[N:6]([CH3:22])[C:7](=[O:21])[N:8]([CH2:11][CH2:12][CH2:13][O:14][CH:15]3[CH2:20][CH2:19][CH2:18][CH2:17][O:16]3)[C:9](=[O:10])[C:4]=2[C:3]=1[CH:24]=[O:25].C([O-])([O-])=O.[K+].[K+].[Cl:32][C:33]1[CH:34]=[C:35]([OH:39])[CH:36]=[CH:37][CH:38]=1, predict the reaction product. (9) Given the reactants [C-:1]#[N:2].[Na+].[O-2].[Al+3].[O-2].[O-2].[Al+3].Br[C:10]1[CH:11]=[C:12]([N:16]2[CH2:21][CH2:20][N:19]([C:22]([C:24]3[N:25]([C:30]4[CH:35]=[CH:34][CH:33]=[CH:32][CH:31]=4)[N:26]=[C:27]([CH3:29])[CH:28]=3)=[O:23])[CH2:18][CH2:17]2)[CH:13]=[CH:14][CH:15]=1.C(OCC)(=O)C, predict the reaction product. The product is: [C:1]([C:10]1[CH:11]=[C:12]([N:16]2[CH2:17][CH2:18][N:19]([C:22]([C:24]3[N:25]([C:30]4[CH:31]=[CH:32][CH:33]=[CH:34][CH:35]=4)[N:26]=[C:27]([CH3:29])[CH:28]=3)=[O:23])[CH2:20][CH2:21]2)[CH:13]=[CH:14][CH:15]=1)#[N:2]. (10) Given the reactants [CH2:1]([C:3]([C:25]1[CH:30]=[CH:29][C:28](B2OC(C)(C)C(C)(C)O2)=[C:27]([CH3:40])[CH:26]=1)([C:6]1[CH:11]=[CH:10][C:9]([C:12]#[C:13][C:14]2([O:19][Si:20]([CH3:23])([CH3:22])[CH3:21])[CH2:18][CH2:17][CH2:16][CH2:15]2)=[C:8]([CH3:24])[CH:7]=1)[CH2:4][CH3:5])[CH3:2].[CH3:41][O:42][C:43](=[O:52])[CH2:44][C:45]1[CH:46]=[N:47][CH:48]=[C:49](Br)[CH:50]=1.P([O-])([O-])([O-])=O.[K+].[K+].[K+], predict the reaction product. The product is: [CH3:41][O:42][C:43](=[O:52])[CH2:44][C:45]1[CH:46]=[N:47][CH:48]=[C:49]([C:28]2[CH:29]=[CH:30][C:25]([C:3]([CH2:4][CH3:5])([C:6]3[CH:11]=[CH:10][C:9]([C:12]#[C:13][C:14]4([O:19][Si:20]([CH3:22])([CH3:23])[CH3:21])[CH2:18][CH2:17][CH2:16][CH2:15]4)=[C:8]([CH3:24])[CH:7]=3)[CH2:1][CH3:2])=[CH:26][C:27]=2[CH3:40])[CH:50]=1.